From a dataset of Forward reaction prediction with 1.9M reactions from USPTO patents (1976-2016). Predict the product of the given reaction. (1) The product is: [CH2:31]1[O:39][C:38]2[CH:37]=[CH:36][C:35]([C:11]3[CH:12]=[C:13]4[C:8](=[CH:9][CH:10]=3)[N:7]([CH2:22][CH2:23][CH2:24][C:25]3[CH:30]=[CH:29][CH:28]=[CH:27][CH:26]=3)[C:6]([C:4]([OH:3])=[O:5])=[C:14]4[C:15]3[CH:16]=[CH:17][CH:18]=[CH:19][CH:20]=3)=[CH:34][C:33]=2[O:32]1. Given the reactants C([O:3][C:4]([C:6]1[N:7]([CH2:22][CH2:23][CH2:24][C:25]2[CH:30]=[CH:29][CH:28]=[CH:27][CH:26]=2)[C:8]2[C:13]([C:14]=1[C:15]1[CH:20]=[CH:19][CH:18]=[CH:17][CH:16]=1)=[CH:12][C:11](Cl)=[CH:10][CH:9]=2)=[O:5])C.[CH2:31]1[O:39][C:38]2[CH:37]=[CH:36][C:35](B(O)O)=[CH:34][C:33]=2[O:32]1, predict the reaction product. (2) Given the reactants [Cl:1][C:2]1[CH:25]=[CH:24][C:5]([CH2:6][N:7]2[C:15]3[C:10](=[CH:11][C:12](/[CH:16]=[C:17]4/[C:18](=[O:23])[NH:19][C:20](=[O:22])[S:21]/4)=[CH:13][CH:14]=3)[CH:9]=[N:8]2)=[C:4]([C:26]([F:29])([F:28])[F:27])[CH:3]=1.[C:30]([NH:34][CH2:35][CH2:36]O)([CH3:33])([CH3:32])[CH3:31], predict the reaction product. The product is: [C:30]([NH:34][CH2:35][CH2:36][N:19]1[C:18](=[O:23])/[C:17](=[CH:16]/[C:12]2[CH:11]=[C:10]3[C:15](=[CH:14][CH:13]=2)[N:7]([CH2:6][C:5]2[CH:24]=[CH:25][C:2]([Cl:1])=[CH:3][C:4]=2[C:26]([F:27])([F:29])[F:28])[N:8]=[CH:9]3)/[S:21][C:20]1=[O:22])([CH3:33])([CH3:32])[CH3:31]. (3) The product is: [Br:13][C:14]1[CH:23]=[C:22]([CH2:4][N+:1]([O-:3])=[O:2])[C:17]([C:18]([O:20][CH3:21])=[O:19])=[C:16]([F:25])[CH:15]=1. Given the reactants [N+:1]([CH3:4])([O-:3])=[O:2].S([O-])([O-])(=O)=O.[Mg+2].[H-].[Na+].[Br:13][C:14]1[CH:23]=[C:22](F)[C:17]([C:18]([O:20][CH3:21])=[O:19])=[C:16]([F:25])[CH:15]=1.Cl, predict the reaction product. (4) Given the reactants [CH3:1][O:2][C:3]1[CH:8]=[CH:7][CH:6]=[C:5]([CH2:9][N:10]2[CH2:15][CH2:14][O:13][CH2:12][CH2:11]2)[C:4]=1[OH:16].C(=O)([O-])[O-].[Cs+].[Cs+].Br[CH2:24][CH2:25][CH2:26][CH2:27][CH2:28][S:29][C:30]1[C:39]2[C:34](=[CH:35][C:36]([C:40]([F:43])([F:42])[F:41])=[CH:37][CH:38]=2)[N:33]=[CH:32][CH:31]=1, predict the reaction product. The product is: [CH3:1][O:2][C:3]1[CH:8]=[CH:7][CH:6]=[C:5]([CH2:9][N:10]2[CH2:11][CH2:12][O:13][CH2:14][CH2:15]2)[C:4]=1[O:16][CH2:24][CH2:25][CH2:26][CH2:27][CH2:28][S:29][C:30]1[C:39]2[C:34](=[CH:35][C:36]([C:40]([F:43])([F:41])[F:42])=[CH:37][CH:38]=2)[N:33]=[CH:32][CH:31]=1. (5) Given the reactants C[O:2][C:3]([C:5]1[CH:6]=[CH:7][C:8]2=[C:9]([CH:23]=1)[O:10][CH2:11][C:12]1[CH:22]=[CH:21][CH:20]=[CH:19][C:13]=1/[C:14]/2=[C:15](/[C:17]#[N:18])\[CH3:16])=O.[BH4-].[Li+].Cl, predict the reaction product. The product is: [OH:2][CH2:3][C:5]1[CH:6]=[CH:7][C:8]2=[C:9]([CH:23]=1)[O:10][CH2:11][C:12]1[CH:22]=[CH:21][CH:20]=[CH:19][C:13]=1/[C:14]/2=[C:15](\[CH3:16])/[C:17]#[N:18]. (6) Given the reactants Cl[CH:2]([C:14]1[CH:19]=[CH:18][CH:17]=[CH:16][CH:15]=1)[C:3]([C:5]1[C:13]2[C:8](=[CH:9][CH:10]=[CH:11][CH:12]=2)[NH:7][CH:6]=1)=[O:4].[S:20]1[CH:24]=[CH:23][CH:22]=[C:21]1[CH2:25][NH2:26].CCN(C(C)C)C(C)C, predict the reaction product. The product is: [NH:7]1[C:8]2[C:13](=[CH:12][CH:11]=[CH:10][CH:9]=2)[C:5]([C:3](=[O:4])[CH:2]([C:14]2[CH:19]=[CH:18][CH:17]=[CH:16][CH:15]=2)[NH:26][CH2:25][C:21]2[S:20][CH:24]=[CH:23][CH:22]=2)=[CH:6]1. (7) Given the reactants [NH:1]1[C:9]2[C:4](=[C:5]([C:10]3[N:11]=[C:12]([N:26]4[CH2:31][CH2:30][O:29][CH2:28][CH2:27]4)[C:13]4[S:18][C:17]([CH2:19][N:20]5[CH2:25][CH2:24][NH:23][CH2:22][CH2:21]5)=[CH:16][C:14]=4[N:15]=3)[CH:6]=[CH:7][CH:8]=2)[CH:3]=[N:2]1.[O:32]=[C:33]1[C:41]2[C:36](=[CH:37][CH:38]=[CH:39][CH:40]=2)[C:35](=[O:42])[N:34]1[CH2:43][CH2:44][S:45](Cl)(=[O:47])=[O:46], predict the reaction product. The product is: [NH:1]1[C:9]2[C:4](=[C:5]([C:10]3[N:11]=[C:12]([N:26]4[CH2:27][CH2:28][O:29][CH2:30][CH2:31]4)[C:13]4[S:18][C:17]([CH2:19][N:20]5[CH2:21][CH2:22][N:23]([S:45]([CH2:44][CH2:43][N:34]6[C:33](=[O:32])[C:41]7[C:36](=[CH:37][CH:38]=[CH:39][CH:40]=7)[C:35]6=[O:42])(=[O:46])=[O:47])[CH2:24][CH2:25]5)=[CH:16][C:14]=4[N:15]=3)[CH:6]=[CH:7][CH:8]=2)[CH:3]=[N:2]1.